This data is from Reaction yield outcomes from USPTO patents with 853,638 reactions. The task is: Predict the reaction yield, written as a fraction of the theoretical maximum amount of product (1.0 means a 100% yield; for example, 0.34 means a 34% yield). The reactants are [N+:1]([C:4]1[CH:25]=[CH:24][C:7]([O:8][C:9]2[C:18]3[C:13](=[CH:14][C:15]([O:19][CH2:20][C@H:21]([OH:23])[CH3:22])=[CH:16][CH:17]=3)[N:12]=[CH:11][CH:10]=2)=[CH:6][CH:5]=1)([O-])=O.C(O[K])=O. The catalyst is C1COCC1.O.[Pd]. The product is [NH2:1][C:4]1[CH:5]=[CH:6][C:7]([O:8][C:9]2[C:18]3[C:13](=[CH:14][C:15]([O:19][CH2:20][C@H:21]([OH:23])[CH3:22])=[CH:16][CH:17]=3)[N:12]=[CH:11][CH:10]=2)=[CH:24][CH:25]=1. The yield is 0.762.